Dataset: Forward reaction prediction with 1.9M reactions from USPTO patents (1976-2016). Task: Predict the product of the given reaction. (1) Given the reactants [NH2:1][CH2:2][C@@H:3]1[C@H:8]([CH3:9])[CH2:7][CH2:6][CH2:5][N:4]1[C:10]([C:12]1[CH:17]=[C:16]([CH3:18])[CH:15]=[CH:14][C:13]=1[N:19]1[N:23]=[CH:22][CH:21]=[N:20]1)=[O:11].[Br:24][C:25]1[CH:26]=[C:27]2[C:32](=[CH:33][CH:34]=1)[N:31]=[C:30](Cl)[N:29]=[CH:28]2, predict the reaction product. The product is: [Br:24][C:25]1[CH:26]=[C:27]2[C:32](=[CH:33][CH:34]=1)[N:31]=[C:30]([NH:1][CH2:2][C@@H:3]1[C@H:8]([CH3:9])[CH2:7][CH2:6][CH2:5][N:4]1[C:10]([C:12]1[CH:17]=[C:16]([CH3:18])[CH:15]=[CH:14][C:13]=1[N:19]1[N:23]=[CH:22][CH:21]=[N:20]1)=[O:11])[N:29]=[CH:28]2. (2) Given the reactants [F:1][C:2]1[CH:10]=[C:9]([F:11])[CH:8]=[C:7]([NH:12][C:13]2[C:14]3[CH:39]=[CH:38][N:37](S(C4C=CC(C)=CC=4)(=O)=O)[C:15]=3[N:16]=[C:17]([NH:19][C:20]3[CH:25]=[CH:24][C:23]([N:26]4[CH2:31][CH2:30][N:29]([CH:32]([CH3:34])[CH3:33])[CH2:28][CH2:27]4)=[CH:22][C:21]=3[O:35][CH3:36])[N:18]=2)[C:3]=1[C:4]([NH2:6])=[O:5].[OH-].[Na+], predict the reaction product. The product is: [F:1][C:2]1[CH:10]=[C:9]([F:11])[CH:8]=[C:7]([NH:12][C:13]2[N:18]=[C:17]([NH:19][C:20]3[CH:25]=[CH:24][C:23]([N:26]4[CH2:27][CH2:28][N:29]([CH:32]([CH3:33])[CH3:34])[CH2:30][CH2:31]4)=[CH:22][C:21]=3[O:35][CH3:36])[NH:16][C:15]3=[N:37][CH:38]=[CH:39][C:14]=23)[C:3]=1[C:4]([NH2:6])=[O:5].